This data is from Full USPTO retrosynthesis dataset with 1.9M reactions from patents (1976-2016). The task is: Predict the reactants needed to synthesize the given product. (1) Given the product [CH3:13][N:10]1[CH:11]=[CH:12][C:8]([NH:7][C:5](=[O:6])[C:4]2[CH:3]=[C:2]([O:1][C@H:36]3[CH2:40][CH2:39][O:38][CH2:37]3)[CH:16]=[C:15]([O:17][CH2:18][C:19]3[CH:24]=[CH:23][CH:22]=[CH:21][CH:20]=3)[CH:14]=2)=[N:9]1, predict the reactants needed to synthesize it. The reactants are: [OH:1][C:2]1[CH:3]=[C:4]([CH:14]=[C:15]([O:17][CH2:18][C:19]2[CH:24]=[CH:23][CH:22]=[CH:21][CH:20]=2)[CH:16]=1)[C:5]([NH:7][C:8]1[CH:12]=[CH:11][N:10]([CH3:13])[N:9]=1)=[O:6].CC1C=CC(S(O[C@@H:36]2[CH2:40][CH2:39][O:38][CH2:37]2)(=O)=O)=CC=1.C(=O)([O-])[O-].[K+].[K+]. (2) Given the product [CH:16]1([C:12]2[NH:11][C:10]3[C:9](=[O:21])[N:8]([CH2:22][CH2:23][CH3:24])[C:7]([NH:6][CH2:5][C:4]([OH:25])=[O:3])=[N:15][C:14]=3[N:13]=2)[CH2:17][CH2:18][CH2:19][CH2:20]1, predict the reactants needed to synthesize it. The reactants are: C([O:3][C:4](=[O:25])[CH2:5][NH:6][C:7]1[N:8]([CH2:22][CH2:23][CH3:24])[C:9](=[O:21])[C:10]2[NH:11][C:12]([CH:16]3[CH2:20][CH2:19][CH2:18][CH2:17]3)=[N:13][C:14]=2[N:15]=1)C.C1COCC1.[OH-].[Na+].Cl. (3) Given the product [C:31]1([C@@H:23]([OH:24])[CH2:22][O:21][CH2:20][C:19]2[CH:37]=[CH:38][C:16](/[CH:15]=[CH:14]/[C:11]3[CH:10]=[CH:9][C:8]([O:7][CH2:1][CH2:2][CH2:3][CH2:4][CH2:5][CH3:6])=[CH:13][CH:12]=3)=[CH:17][CH:18]=2)[CH:36]=[CH:35][CH:34]=[CH:33][CH:32]=1, predict the reactants needed to synthesize it. The reactants are: [CH2:1]([O:7][C:8]1[CH:13]=[CH:12][C:11]([CH:14]=[CH:15][C:16]2[CH:38]=[CH:37][C:19]([CH2:20][O:21][CH2:22][CH:23]([C:31]3[CH:36]=[CH:35][CH:34]=[CH:33][CH:32]=3)[O:24][C@@H]3CCCCO3)=[CH:18][CH:17]=2)=[CH:10][CH:9]=1)[CH2:2][CH2:3][CH2:4][CH2:5][CH3:6].Cl. (4) Given the product [N:53]1[C:54]([C:62]2[CH:63]=[C:64]([NH:68][C:24]([C:19]3[C:20](=[O:23])[O:21][C:22]4[C:17]([CH:18]=3)=[CH:16][CH:15]=[CH:14][C:13]=4[O:12][C:11]([F:10])([F:28])[F:27])=[O:26])[CH:65]=[CH:66][CH:67]=2)=[CH:55][N:56]2[CH:61]=[CH:60][CH:59]=[CH:58][C:57]=12, predict the reactants needed to synthesize it. The reactants are: CCN(C(C)C)C(C)C.[F:10][C:11]([F:28])([F:27])[O:12][C:13]1[CH:14]=[CH:15][CH:16]=[C:17]2[C:22]=1[O:21][C:20](=[O:23])[C:19]([C:24]([OH:26])=O)=[CH:18]2.CN(C(ON1N=NC2C=CC=NC1=2)=[N+](C)C)C.F[P-](F)(F)(F)(F)F.[N:53]1[C:54]([C:62]2[CH:63]=[C:64]([NH2:68])[CH:65]=[CH:66][CH:67]=2)=[CH:55][N:56]2[CH:61]=[CH:60][CH:59]=[CH:58][C:57]=12. (5) The reactants are: Cl[C:2]1[N:7]=[C:6]([C:8]2[S:12][C:11]([N:13]3[CH2:18][CH2:17][S:16](=[O:20])(=[O:19])[CH2:15][CH2:14]3)=[N:10][C:9]=2[C:21]2[C:22]([F:39])=[C:23]([NH:27][S:28]([C:31]3[C:36]([F:37])=[CH:35][CH:34]=[CH:33][C:32]=3[F:38])(=[O:30])=[O:29])[CH:24]=[CH:25][CH:26]=2)[CH:5]=[CH:4][N:3]=1.[NH3:40]. Given the product [NH2:40][C:2]1[N:7]=[C:6]([C:8]2[S:12][C:11]([N:13]3[CH2:18][CH2:17][S:16](=[O:20])(=[O:19])[CH2:15][CH2:14]3)=[N:10][C:9]=2[C:21]2[C:22]([F:39])=[C:23]([NH:27][S:28]([C:31]3[C:36]([F:37])=[CH:35][CH:34]=[CH:33][C:32]=3[F:38])(=[O:30])=[O:29])[CH:24]=[CH:25][CH:26]=2)[CH:5]=[CH:4][N:3]=1, predict the reactants needed to synthesize it.